Dataset: Forward reaction prediction with 1.9M reactions from USPTO patents (1976-2016). Task: Predict the product of the given reaction. (1) Given the reactants [Cl:1][C:2]1[S:6][C:5]([C:7]([NH:9][NH:10][C:11]([NH:13][CH2:14][CH2:15][O:16][CH3:17])=[O:12])=O)=[CH:4][CH:3]=1.[OH-].[Na+].Cl, predict the reaction product. The product is: [Cl:1][C:2]1[S:6][C:5]([C:7]2[N:13]([CH2:14][CH2:15][O:16][CH3:17])[C:11](=[O:12])[NH:10][N:9]=2)=[CH:4][CH:3]=1. (2) Given the reactants [CH3:1][C:2]1[CH:22]=[CH:21][C:20]([CH3:23])=[CH:19][C:3]=1[O:4][CH2:5][C:6]1[CH:11]=[CH:10][CH:9]=[CH:8][C:7]=1[CH:12]([O:17][CH3:18])[C:13](NC)=[O:14].CC1C=CC(C)=C[C:26]=1[O:27]CC1C=CC=CC=1C(O)C(OC)=O.CI, predict the reaction product. The product is: [CH3:1][C:2]1[CH:22]=[CH:21][C:20]([CH3:23])=[CH:19][C:3]=1[O:4][CH2:5][C:6]1[CH:11]=[CH:10][CH:9]=[CH:8][C:7]=1[CH:12]([O:17][CH3:18])[C:13]([O:27][CH3:26])=[O:14].